Predict the reactants needed to synthesize the given product. From a dataset of Full USPTO retrosynthesis dataset with 1.9M reactions from patents (1976-2016). (1) The reactants are: [F:1][C:2]([F:12])([F:11])[C:3]1[C:7]([CH2:8][CH2:9][OH:10])=[CH:6][NH:5][N:4]=1.C(=O)([O-])[O-].[K+].[K+].Br[CH2:20][C:21]([NH:23][C:24]1[S:28][C:27]2[CH2:29][CH2:30][CH2:31][CH2:32][C:26]=2[C:25]=1[C:33]([NH2:35])=[O:34])=[O:22]. Given the product [OH:10][CH2:9][CH2:8][C:7]1[C:3]([C:2]([F:1])([F:11])[F:12])=[N:4][N:5]([CH2:20][C:21]([NH:23][C:24]2[S:28][C:27]3[CH2:29][CH2:30][CH2:31][CH2:32][C:26]=3[C:25]=2[C:33]([NH2:35])=[O:34])=[O:22])[CH:6]=1, predict the reactants needed to synthesize it. (2) The reactants are: [NH2:1][C:2]1[CH:10]=[CH:9][C:5]([C:6]([OH:8])=[O:7])=[CH:4][C:3]=1[CH3:11].[C:12](Cl)([O:14][CH2:15][C:16]1[CH:21]=[CH:20][CH:19]=[CH:18][CH:17]=1)=[O:13].C(=O)([O-])O.[Na+].Cl. Given the product [C:12]([NH:1][C:2]1[CH:10]=[CH:9][C:5]([C:6]([OH:8])=[O:7])=[CH:4][C:3]=1[CH3:11])([O:14][CH2:15][C:16]1[CH:21]=[CH:20][CH:19]=[CH:18][CH:17]=1)=[O:13], predict the reactants needed to synthesize it. (3) Given the product [CH:12]([O:1][C:2]1[CH:9]=[CH:8][C:5]([CH2:6][OH:7])=[CH:4][CH:3]=1)([CH3:14])[CH3:13], predict the reactants needed to synthesize it. The reactants are: [OH:1][C:2]1[CH:9]=[CH:8][C:5]([CH2:6][OH:7])=[CH:4][CH:3]=1.[H-].[Na+].[CH:12](Br)([CH3:14])[CH3:13].P([O-])([O-])([O-])=O. (4) The reactants are: [Cl:1][C:2]1[N:7]=[CH:6][N:5]=[C:4]([N:8]2[C:12](=[O:13])[C:11]([C:14]3[CH:15]=[N:16][CH:17]=[CH:18][CH:19]=3)=[CH:10][NH:9]2)[CH:3]=1.[CH3:20][O:21][CH2:22][CH2:23][NH2:24].C(N(CC)C(C)C)(C)C. Given the product [ClH:1].[CH3:20][O:21][CH2:22][CH2:23][NH:24][C:2]1[N:7]=[CH:6][N:5]=[C:4]([N:8]2[C:12](=[O:13])[C:11]([C:14]3[CH:15]=[N:16][CH:17]=[CH:18][CH:19]=3)=[CH:10][NH:9]2)[CH:3]=1, predict the reactants needed to synthesize it. (5) Given the product [C:21]([O:1][C:2]1[CH:3]=[CH:4][C:5]([C:6]2[C:15](=[O:16])[C:14]3[C:9](=[CH:10][C:11]([O:18][C:29](=[O:30])[CH3:28])=[CH:12][C:13]=3[CH3:17])[O:8][CH:7]=2)=[CH:19][CH:20]=1)(=[O:23])[CH3:22], predict the reactants needed to synthesize it. The reactants are: [OH:1][C:2]1[CH:20]=[CH:19][C:5]([C:6]2[C:15](=[O:16])[C:14]3[C:9](=[CH:10][C:11]([OH:18])=[CH:12][C:13]=3[CH3:17])[O:8][CH:7]=2)=[CH:4][CH:3]=1.[C:21](OC(=O)C)(=[O:23])[CH3:22].[CH3:28][C:29](CC(O)=O)=[O:30]. (6) Given the product [CH3:1][C:2]1[O:6][C:5]([C:7]2[CH:12]=[CH:11][CH:10]=[CH:9][CH:8]=2)=[N:4][C:3]=1[CH2:13][O:14][C:15]1[CH:20]=[CH:19][C:18]([CH2:21][C:22]2[O:24][C:25]([CH2:26][CH2:27][C:28]([O:30][CH3:31])=[O:29])=[C:32]([C:33]3[CH:38]=[CH:37][CH:36]=[CH:35][CH:34]=3)[N:44]=2)=[CH:17][CH:16]=1, predict the reactants needed to synthesize it. The reactants are: [CH3:1][C:2]1[O:6][C:5]([C:7]2[CH:12]=[CH:11][CH:10]=[CH:9][CH:8]=2)=[N:4][C:3]=1[CH2:13][O:14][C:15]1[CH:20]=[CH:19][C:18]([CH2:21][C:22]([O:24][CH:25]([C:32](=O)[C:33]2[CH:38]=[CH:37][CH:36]=[CH:35][CH:34]=2)[CH2:26][CH2:27][C:28]([O:30][CH3:31])=[O:29])=O)=[CH:17][CH:16]=1.C([O-])(=O)C.[NH4+:44].C(O)(=O)C. (7) Given the product [Cl:1][C:2]1[C:19]([C:20]([F:21])([F:22])[F:23])=[CH:18][CH:17]=[CH:16][C:3]=1[CH2:4][N:5]1[C@@H:10]([CH3:11])[CH2:9][N:8]2[C:29]([C:28]3[CH:33]=[CH:34][C:25]([F:24])=[CH:26][CH:27]=3)=[N:31][N:32]=[C:7]2[C:6]1=[O:15], predict the reactants needed to synthesize it. The reactants are: [Cl:1][C:2]1[C:19]([C:20]([F:23])([F:22])[F:21])=[CH:18][CH:17]=[CH:16][C:3]=1[CH2:4][N:5]1[C@@H:10]([CH3:11])[CH2:9][N:8]=[C:7](OCC)[C:6]1=[O:15].[F:24][C:25]1[CH:34]=[CH:33][C:28]([C:29]([NH:31][NH2:32])=O)=[CH:27][CH:26]=1. (8) Given the product [CH3:23][O:24][C@@H:25]1[CH2:29][CH2:28][N:27]([C:19]([CH:16]2[CH2:15][CH2:14][N:13]([C:8]3[CH:9]=[N:10][CH:11]=[CH:12][C:7]=3[N:5]3[CH:6]=[C:2]([CH3:1])[CH:3]=[N:4]3)[CH2:18][CH2:17]2)=[O:20])[CH2:26]1, predict the reactants needed to synthesize it. The reactants are: [CH3:1][C:2]1[CH:3]=[N:4][N:5]([C:7]2[CH:12]=[CH:11][N:10]=[CH:9][C:8]=2[N:13]2[CH2:18][CH2:17][CH:16]([C:19](O)=[O:20])[CH2:15][CH2:14]2)[CH:6]=1.Cl.[CH3:23][O:24][C@@H:25]1[CH2:29][CH2:28][NH:27][CH2:26]1.CN(C(ON1N=NC2C=CC=NC1=2)=[N+](C)C)C.F[P-](F)(F)(F)(F)F.C(N(CC)CC)C.